From a dataset of Peptide-MHC class II binding affinity with 134,281 pairs from IEDB. Regression. Given a peptide amino acid sequence and an MHC pseudo amino acid sequence, predict their binding affinity value. This is MHC class II binding data. (1) The peptide sequence is QKISKYFNSRLFG. The MHC is DRB4_0101 with pseudo-sequence DRB4_0103. The binding affinity (normalized) is 0.212. (2) The peptide sequence is NSCAKNYNCKILPNT. The MHC is DRB1_0101 with pseudo-sequence DRB1_0101. The binding affinity (normalized) is 0.271. (3) The peptide sequence is EFVKIVQKRGIVKENI. The MHC is DRB1_0701 with pseudo-sequence DRB1_0701. The binding affinity (normalized) is 0.377. (4) The peptide sequence is EDLVRAYHAMSSTHE. The MHC is HLA-DPA10201-DPB11401 with pseudo-sequence HLA-DPA10201-DPB11401. The binding affinity (normalized) is 0.183. (5) The peptide sequence is SVGSLGRYKDEKDVT. The MHC is DRB3_0202 with pseudo-sequence DRB3_0202. The binding affinity (normalized) is 0. (6) The peptide sequence is SSKVTITDTTIGTGD. The MHC is HLA-DPA10201-DPB10101 with pseudo-sequence HLA-DPA10201-DPB10101. The binding affinity (normalized) is 0.252. (7) The peptide sequence is MFLGGVKPTHISYIM. The MHC is DRB1_1301 with pseudo-sequence DRB1_1301. The binding affinity (normalized) is 0.607.